This data is from Reaction yield outcomes from USPTO patents with 853,638 reactions. The task is: Predict the reaction yield, written as a fraction of the theoretical maximum amount of product (1.0 means a 100% yield; for example, 0.34 means a 34% yield). (1) The product is [NH2:8][C:9]1([C@@H:12]2[CH2:16][CH2:15][N:14]([C:25]3[C:34]([O:35][CH3:36])=[C:33]4[C:28]([C:29](=[O:44])[C:30]([C:41]([OH:43])=[O:42])=[CH:31][N:32]4[C@@H:37]4[CH2:39][C@@H:38]4[F:40])=[CH:27][CH:26]=3)[CH2:13]2)[CH2:10][CH2:11]1. The reactants are C(OC([NH:8][C:9]1([C@@H:12]2[CH2:16][CH2:15][NH:14][CH2:13]2)[CH2:11][CH2:10]1)=O)(C)(C)C.C(N(CC)CC)C.F[C:25]1[C:34]([O:35][CH3:36])=[C:33]2[C:28]([C:29](=[O:44])[C:30]([C:41]([OH:43])=[O:42])=[CH:31][N:32]2[C@@H:37]2[CH2:39][C@@H:38]2[F:40])=[CH:27][CH:26]=1. The yield is 0.600. The catalyst is CS(C)=O. (2) The reactants are [Br:1][C:2]1[CH:3]=[C:4]([N+:13]([O-])=O)[C:5]2[N:9]=[C:8]([CH3:10])[N:7]([CH3:11])[C:6]=2[CH:12]=1.C.O.NN.CCCCCCC. The catalyst is CO.[Fe](Cl)(Cl)Cl. The product is [NH2:13][C:4]1[C:5]2[N:9]=[C:8]([CH3:10])[N:7]([CH3:11])[C:6]=2[CH:12]=[C:2]([Br:1])[CH:3]=1. The yield is 0.790. (3) The yield is 0.170. The reactants are Cl[C:2]1[N:7]=[C:6]([N:8]2[CH2:16][C:15]3[C:10](=[CH:11][CH:12]=[C:13]([O:17][CH3:18])[CH:14]=3)[CH2:9]2)[CH:5]=[CH:4][N:3]=1.[NH2:19][C:20]1[CH:21]=[C:22]2[C:26](=[CH:27][CH:28]=1)[NH:25][N:24]=[CH:23]2.CCN(C(C)C)C(C)C. The product is [CH3:18][O:17][C:13]1[CH:14]=[C:15]2[C:10](=[CH:11][CH:12]=1)[CH2:9][N:8]([C:6]1[CH:5]=[CH:4][N:3]=[C:2]([NH:19][C:20]3[CH:21]=[C:22]4[C:26](=[CH:27][CH:28]=3)[NH:25][N:24]=[CH:23]4)[N:7]=1)[CH2:16]2. The catalyst is CN(C=O)C. (4) The reactants are [F:1][C:2]([F:24])([F:23])[C:3]1[CH:4]=[C:5]2[C:9](=[CH:10][CH:11]=1)[NH:8][N:7]=[C:6]2[N:12]1[C:20](=[O:21])[C:19]2[C:14](=[CH:15][CH:16]=[CH:17][CH:18]=2)[C:13]1=[O:22].[CH3:25][S:26](Cl)(=[O:28])=[O:27]. The catalyst is C(Cl)Cl. The product is [CH3:25][S:26]([N:8]1[C:9]2[C:5](=[CH:4][C:3]([C:2]([F:23])([F:1])[F:24])=[CH:11][CH:10]=2)[C:6]([N:12]2[C:20](=[O:21])[C:19]3[C:14](=[CH:15][CH:16]=[CH:17][CH:18]=3)[C:13]2=[O:22])=[N:7]1)(=[O:28])=[O:27]. The yield is 0.690. (5) The reactants are C[CH:2]1[O:6][CH2:5]CC1.C(N([CH2:12][CH3:13])CC)C.[BH3:14].[OH:15][C:16]([C:19]([OH:22])([CH3:21])[CH3:20])([CH3:18])[CH3:17].[C:23]1(C)C=[CH:27][CH:26]=[CH:25][C:24]=1P([C:25]1[CH:26]=[CH:27]C=[CH:23][C:24]=1C)[C:25]1[CH:26]=[CH:27]C=[CH:23][C:24]=1C.[Cl-].[NH4+].[OH2:47]. The catalyst is C([O-])(=O)C.[Pd+2].C([O-])(=O)C. The product is [CH3:23][C:24]1[CH:25]=[CH:26][C:27]([B:14]2[O:22][C:19]([CH3:21])([CH3:20])[C:16]([CH3:18])([CH3:17])[O:15]2)=[C:13]([CH:12]=1)[C:5]([O:6][CH3:2])=[O:47]. The yield is 0.750.